From a dataset of Forward reaction prediction with 1.9M reactions from USPTO patents (1976-2016). Predict the product of the given reaction. (1) Given the reactants [C:1]([N:11]1[CH2:15][CH2:14][C@H:13]([NH2:16])[CH2:12]1)([O:3][CH2:4][C:5]1[CH:10]=[CH:9][CH:8]=[CH:7][CH:6]=1)=[O:2].Cl[C:18]1[N:27]=[C:26]([C:28]2[C:33]([F:34])=[CH:32][CH:31]=[CH:30][C:29]=2[F:35])[C:25]2[C:20](=[CH:21][CH:22]=[CH:23][CH:24]=2)[N:19]=1.C(OCC)(=O)C, predict the reaction product. The product is: [CH2:4]([O:3][C:1]([N:11]1[CH2:15][CH2:14][CH:13]([NH:16][C:18]2[N:27]=[C:26]([C:28]3[C:29]([F:35])=[CH:30][CH:31]=[CH:32][C:33]=3[F:34])[C:25]3[C:20](=[CH:21][CH:22]=[CH:23][CH:24]=3)[N:19]=2)[CH2:12]1)=[O:2])[C:5]1[CH:10]=[CH:9][CH:8]=[CH:7][CH:6]=1. (2) Given the reactants [C@H:1]([NH:5][C:6]1[C:7]([C:20]#[N:21])=[CH:8][C:9]([C:16]([F:19])([F:18])[F:17])=[C:10]([CH:15]=1)[C:11]([O:13][CH3:14])=[O:12])([CH2:3][CH3:4])[CH3:2].OO.C(=O)([O-])[O-:25].[K+].[K+], predict the reaction product. The product is: [C@H:1]([NH:5][C:6]1[C:7]([C:20]([NH2:21])=[O:25])=[CH:8][C:9]([C:16]([F:19])([F:18])[F:17])=[C:10]([CH:15]=1)[C:11]([O:13][CH3:14])=[O:12])([CH2:3][CH3:4])[CH3:2]. (3) Given the reactants [CH3:1][O:2][C:3]1[C:7]([CH2:8][NH2:9])=[CH:6][N:5]([C:10]2[CH:15]=[N:14][C:13]([C:16]([F:19])([F:18])[F:17])=[CH:12][N:11]=2)[N:4]=1.[C:20]([O:24][C:25]([N:27]1[CH2:31][C@H:30]([F:32])[CH2:29][C@H:28]1[C:33](O)=[O:34])=[O:26])([CH3:23])([CH3:22])[CH3:21].CN(C(ON1N=NC2C=CC=NC1=2)=[N+](C)C)C.F[P-](F)(F)(F)(F)F.CCN(C(C)C)C(C)C, predict the reaction product. The product is: [F:32][C@H:30]1[CH2:31][N:27]([C:25]([O:24][C:20]([CH3:21])([CH3:22])[CH3:23])=[O:26])[C@H:28]([C:33](=[O:34])[NH:9][CH2:8][C:7]2[C:3]([O:2][CH3:1])=[N:4][N:5]([C:10]3[CH:15]=[N:14][C:13]([C:16]([F:19])([F:17])[F:18])=[CH:12][N:11]=3)[CH:6]=2)[CH2:29]1. (4) Given the reactants C(=O)=O.CCO.[Cl:7][C:8]([F:38])([F:37])[O:9][C:10]1[CH:15]=[CH:14][C:13]([NH:16][C:17](=[O:36])[C:18]2[CH:23]=[C:22]([C:24]3[NH:28][N:27]=[CH:26][CH:25]=3)[C:21]([NH:29][CH2:30][CH2:31][CH:32]([OH:35])[CH2:33][OH:34])=[N:20][CH:19]=2)=[CH:12][CH:11]=1, predict the reaction product. The product is: [Cl:7][C:8]([F:37])([F:38])[O:9][C:10]1[CH:15]=[CH:14][C:13]([NH:16][C:17](=[O:36])[C:18]2[CH:23]=[C:22]([C:24]3[NH:28][N:27]=[CH:26][CH:25]=3)[C:21]([NH:29][CH2:30][CH2:31][C@H:32]([OH:35])[CH2:33][OH:34])=[N:20][CH:19]=2)=[CH:12][CH:11]=1. (5) Given the reactants Cl[C:2]1[C:7]([F:8])=[C:6]([Cl:9])[N:5]=[C:4]([CH3:10])[N:3]=1.C(N(CC)CC)C.[N:18]1[CH:23]=[CH:22][CH:21]=[CH:20][C:19]=1[CH2:24][NH2:25], predict the reaction product. The product is: [Cl:9][C:6]1[N:5]=[C:4]([CH3:10])[N:3]=[C:2]([NH:25][CH2:24][C:19]2[CH:20]=[CH:21][CH:22]=[CH:23][N:18]=2)[C:7]=1[F:8]. (6) Given the reactants C([N:3]([CH2:6]C)CC)C.[CH2:8]([O:10][C:11]([C:13]1([C:16]2[CH:21]=[CH:20][C:19]([C:22]3[CH:27]=[CH:26][C:25]([C:28]4[O:32][N:31]=[C:30]([CH3:33])[C:29]=4C(O)=O)=[CH:24][CH:23]=3)=[CH:18][CH:17]=2)[CH2:15][CH2:14]1)=[O:12])[CH3:9].C1(P(N=[N+]=[N-])(C2C=CC=CC=2)=[O:44])C=CC=CC=1.[Br:54][C:55]1[CH:56]=[C:57]([CH:61]=[CH:62][CH:63]=1)[C@H:58]([OH:60])[CH3:59], predict the reaction product. The product is: [Br:54][C:55]1[CH:56]=[C:57]([C@H:58]([O:60][C:6]([NH:3][C:29]2[C:30]([CH3:33])=[N:31][O:32][C:28]=2[C:25]2[CH:26]=[CH:27][C:22]([C:19]3[CH:18]=[CH:17][C:16]([C:13]4([C:11]([O:10][CH2:8][CH3:9])=[O:12])[CH2:15][CH2:14]4)=[CH:21][CH:20]=3)=[CH:23][CH:24]=2)=[O:44])[CH3:59])[CH:61]=[CH:62][CH:63]=1.